Dataset: Forward reaction prediction with 1.9M reactions from USPTO patents (1976-2016). Task: Predict the product of the given reaction. (1) The product is: [CH2:1]1[O:21][C:20]2[CH:19]=[CH:18][C:5]([CH2:6][NH:7][C:8]3[C:9]4[S:16][C:15]([C:24]5[CH:25]=[CH:26][O:22][CH:23]=5)=[CH:14][C:10]=4[N:11]=[CH:12][N:13]=3)=[CH:4][C:3]=2[O:2]1. Given the reactants [CH2:1]1[O:21][C:20]2[CH:19]=[CH:18][C:5]([CH2:6][NH:7][C:8]3[C:9]4[S:16][C:15](Br)=[CH:14][C:10]=4[N:11]=[CH:12][N:13]=3)=[CH:4][C:3]=2[O:2]1.[O:22]1[CH:26]=[CH:25][C:24](B(O)O)=[CH:23]1, predict the reaction product. (2) Given the reactants [Cl:1][C:2]1[CH:3]=[C:4]2[C:8](=[CH:9][CH:10]=1)[NH:7][C:6]([S:11]([N:14]1[CH2:19][CH2:18][N:17]([C:20]([C:22]3[N:27]=[CH:26][C:25]([C:28]4[CH:33]=[CH:32][CH:31]=[CH:30][N:29]=4)=[CH:24][N:23]=3)=[O:21])[CH:16]([CH2:34][CH3:35])[CH2:15]1)(=[O:13])=[O:12])=[CH:5]2.ClC1C=CC=C(C(OO)=[O:44])C=1.S([O-])([O-])=O.[Na+].[Na+].C(=O)(O)[O-].[Na+], predict the reaction product. The product is: [Cl:1][C:2]1[CH:3]=[C:4]2[C:8](=[CH:9][CH:10]=1)[NH:7][C:6]([S:11]([N:14]1[CH2:19][CH2:18][N:17]([C:20]([C:22]3[N:27]=[CH:26][C:25]([C:28]4[CH:33]=[CH:32][CH:31]=[CH:30][N+:29]=4[O-:44])=[CH:24][N:23]=3)=[O:21])[CH:16]([CH2:34][CH3:35])[CH2:15]1)(=[O:13])=[O:12])=[CH:5]2. (3) Given the reactants [Cl:1][C:2]1[CH:22]=[CH:21][CH:20]=[CH:19][C:3]=1[CH:4]([O:12][CH:13]1[CH2:18][CH2:17][NH:16][CH2:15][CH2:14]1)[C:5]1[CH:10]=[CH:9][C:8]([Cl:11])=[CH:7][CH:6]=1.[C:23]12([N:33]=[C:34]=[O:35])[CH2:32][CH:27]3[CH2:28][CH:29]([CH2:31][CH:25]([CH2:26]3)[CH2:24]1)[CH2:30]2.C(N(CC)CC)C.C(O)C(N)(CO)CO, predict the reaction product. The product is: [Cl:1][C:2]1[CH:22]=[CH:21][CH:20]=[CH:19][C:3]=1[CH:4]([O:12][CH:13]1[CH2:18][CH2:17][N:16]([C:34]([NH:33][C:23]23[CH2:32][CH:27]4[CH2:26][CH:25]([CH2:31][CH:29]([CH2:28]4)[CH2:30]2)[CH2:24]3)=[O:35])[CH2:15][CH2:14]1)[C:5]1[CH:6]=[CH:7][C:8]([Cl:11])=[CH:9][CH:10]=1. (4) Given the reactants [Cl:1][C:2]1[NH:7][C:6]([N:12]2[CH2:17][CH2:16][CH:15]([NH:18][C:19]([C:21]3[NH:22][C:23]([CH3:28])=[C:24]([Cl:27])[C:25]=3[Cl:26])=[O:20])[CH2:14][CH2:13]2)(C(OC)=O)[CH:5]=[CH:4][N:3]=1.[N:29]1([CH2:35][CH2:36][NH2:37])[CH2:34][CH2:33][O:32][CH2:31][CH2:30]1.CN([CH:41]=[O:42])C, predict the reaction product. The product is: [Cl:1][C:2]1[N:3]=[C:4]([C:41]([NH:37][CH2:36][CH2:35][N:29]2[CH2:34][CH2:33][O:32][CH2:31][CH2:30]2)=[O:42])[CH:5]=[C:6]([N:12]2[CH2:17][CH2:16][CH:15]([NH:18][C:19]([C:21]3[NH:22][C:23]([CH3:28])=[C:24]([Cl:27])[C:25]=3[Cl:26])=[O:20])[CH2:14][CH2:13]2)[N:7]=1. (5) Given the reactants [OH:1][C:2]1[CH:7]=[CH:6][C:5]([C:8]2[C:9](=[O:23])[C:10]([CH3:22])([CH3:21])[O:11][C:12]=2[C:13]2[CH:18]=[CH:17][C:16]([O:19][CH3:20])=[CH:15][CH:14]=2)=[CH:4][CH:3]=1.C(=O)([O-])[O-].[Cs+].[Cs+].CN(C=O)C.Cl[CH2:36][C:37]1[N:38]=[C:39]2[CH:44]=[CH:43][CH:42]=[C:41]([CH3:45])[N:40]2[CH:46]=1, predict the reaction product. The product is: [CH3:20][O:19][C:16]1[CH:17]=[CH:18][C:13]([C:12]2[O:11][C:10]([CH3:21])([CH3:22])[C:9](=[O:23])[C:8]=2[C:5]2[CH:4]=[CH:3][C:2]([O:1][CH2:36][C:37]3[N:38]=[C:39]4[CH:44]=[CH:43][CH:42]=[C:41]([CH3:45])[N:40]4[CH:46]=3)=[CH:7][CH:6]=2)=[CH:14][CH:15]=1. (6) Given the reactants [C:1]([N:4]1[CH2:9][CH2:8][N:7]([C:10]2[N:15]=[C:14]([O:16][CH2:17][CH3:18])[C:13]([NH:19][C:20]([C:22]3[C:26]4[C:27](=[O:43])[N:28]([CH2:33][CH2:34][O:35]CC5C=CC=CC=5)[C:29]([CH3:32])([CH3:31])[CH2:30][C:25]=4[O:24][CH:23]=3)=[O:21])=[CH:12][CH:11]=2)[CH2:6][CH2:5]1)(=[O:3])[CH3:2].C(N1CCN(C2N=C(OCC)C(NC(C3C4C(=O)N(CCOCC5C=CC=CC=5)CCC=4OC=3)=O)=CC=2)CC1)(=O)C, predict the reaction product. The product is: [C:1]([N:4]1[CH2:5][CH2:6][N:7]([C:10]2[N:15]=[C:14]([O:16][CH2:17][CH3:18])[C:13]([NH:19][C:20]([C:22]3[C:26]4[C:27](=[O:43])[N:28]([CH2:33][CH2:34][OH:35])[C:29]([CH3:31])([CH3:32])[CH2:30][C:25]=4[O:24][CH:23]=3)=[O:21])=[CH:12][CH:11]=2)[CH2:8][CH2:9]1)(=[O:3])[CH3:2].